This data is from Full USPTO retrosynthesis dataset with 1.9M reactions from patents (1976-2016). The task is: Predict the reactants needed to synthesize the given product. (1) Given the product [ClH:38].[F:1][C:2]1[CH:3]=[C:4]([N:26]2[CH2:30][C@H:29]([CH2:31][N:32]3[CH:36]=[CH:35][N:34]=[N:33]3)[O:28][C:27]2=[O:37])[CH:5]=[CH:6][C:7]=1[C:8]1[CH:9]=[N:10][C:11]([C:14]2[CH2:18][C@H:17]([CH2:19][N:20]3[CH2:25][CH2:24][O:23][CH2:22][CH2:21]3)[O:16][N:15]=2)=[CH:12][CH:13]=1, predict the reactants needed to synthesize it. The reactants are: [F:1][C:2]1[CH:3]=[C:4]([N:26]2[CH2:30][C@H:29]([CH2:31][N:32]3[CH:36]=[CH:35][N:34]=[N:33]3)[O:28][C:27]2=[O:37])[CH:5]=[CH:6][C:7]=1[C:8]1[CH:9]=[N:10][C:11]([C:14]2[CH2:18][C@H:17]([CH2:19][N:20]3[CH2:25][CH2:24][O:23][CH2:22][CH2:21]3)[O:16][N:15]=2)=[CH:12][CH:13]=1.[ClH:38]. (2) Given the product [N+:15]([C:3]1[C:4]2[N:5]([N:12]=[N:13][N:14]=2)[C:6]2[C:11]([C:2]=1[NH:40][CH2:39][CH2:38][O:37][CH2:36][CH2:35][CH2:34][C:30]1[CH:29]=[N:28][CH:33]=[CH:32][CH:31]=1)=[CH:10][CH:9]=[CH:8][CH:7]=2)([O-:17])=[O:16], predict the reactants needed to synthesize it. The reactants are: Cl[C:2]1[C:11]2[C:6](=[CH:7][CH:8]=[CH:9][CH:10]=2)[N:5]2[N:12]=[N:13][N:14]=[C:4]2[C:3]=1[N+:15]([O-:17])=[O:16].ClCCl.C(N(CC)CC)C.[N:28]1[CH:33]=[CH:32][CH:31]=[C:30]([CH2:34][CH2:35][CH2:36][O:37][CH2:38][CH2:39][NH2:40])[CH:29]=1. (3) Given the product [C:1]([O:5][C:6]([NH:8][C@@H:9]1[C:23](=[O:24])[N:22]2[CH2:25][C@H:26]([O:28][C:29]3[C:38]([C:54]4[CH:60]=[CH:59][CH:58]=[CH:57][CH:55]=4)=[N:37][C:36]4[C:31](=[CH:32][CH:33]=[CH:34][CH:35]=4)[N:30]=3)[CH2:27][C@H:21]2[C:20](=[O:40])[NH:19][C@:18]2([C:42]([O:44][CH2:45][CH3:46])=[O:43])[CH2:41][C@@H:17]2[CH:16]=[CH:15][CH2:14][CH2:13][CH2:12][CH2:11][CH2:10]1)=[O:7])([CH3:4])([CH3:3])[CH3:2], predict the reactants needed to synthesize it. The reactants are: [C:1]([O:5][C:6]([NH:8][C@@H:9]1[C:23](=[O:24])[N:22]2[CH2:25][C@H:26]([O:28][C:29]3[C:38](Cl)=[N:37][C:36]4[C:31](=[CH:32][CH:33]=[CH:34][CH:35]=4)[N:30]=3)[CH2:27][C@H:21]2[C:20](=[O:40])[NH:19][C@:18]2([C:42]([O:44][CH2:45][CH3:46])=[O:43])[CH2:41][C@@H:17]2[CH:16]=[CH:15][CH2:14][CH2:13][CH2:12][CH2:11][CH2:10]1)=[O:7])([CH3:4])([CH3:3])[CH3:2].C([Sn](CCCC)(CCCC)C1S[C:54]2[CH:60]=[CH:59][CH:58]=[CH:57][C:55]=2N=1)CCC.O1CCOCC1. (4) Given the product [CH3:1][N:2]1[C:6]([C:29]2[CH:30]=[C:31]3[C:35](=[CH:36][CH:37]=2)[NH:34][C:33](=[O:38])[CH2:32]3)=[CH:5][C:4]([C:15]2[CH:16]=[N:17][CH:18]=[CH:19][CH:20]=2)=[N:3]1, predict the reactants needed to synthesize it. The reactants are: [CH3:1][N:2]1[C:6](OS(C(F)(F)F)(=O)=O)=[CH:5][C:4]([C:15]2[CH:16]=[N:17][CH:18]=[CH:19][CH:20]=2)=[N:3]1.CC1(C)C(C)(C)OB([C:29]2[CH:30]=[C:31]3[C:35](=[CH:36][CH:37]=2)[NH:34][C:33](=[O:38])[CH2:32]3)O1.